From a dataset of Experimentally validated miRNA-target interactions with 360,000+ pairs, plus equal number of negative samples. Binary Classification. Given a miRNA mature sequence and a target amino acid sequence, predict their likelihood of interaction. (1) The miRNA is mmu-miR-466l-5p with sequence UUGUGUGUACAUGUACAUGUAU. The protein sequence of the target gene is MDRSLPVFSIQDSPFGDAPLGRSHYWPSQSQTWCPKTLSPSRSQRSRLPQAPKALATGPNSPELFEESWPSSSGTPSLPSTTEGQMWASPAPTLIDSGDSVVAKYINRFRQAQPTSREERQPAGPTPADFWWLQSDSPDPSSQSAAAGANKPEGRPHTAVPTAVNVTSASHAVAPLQEIKQNLHTWNSSLLDLETLSLQSRAARLLKRSKASISSSSSLSPSDASTSSFPTSSDGLSPFSETFIPDSSKGLGPRAPASPAPAQAQTPTPAPAPASSQAPLRPEDDILYQWRQRRKLEQAQ.... Result: 0 (no interaction). (2) The miRNA is mmu-miR-574-5p with sequence UGAGUGUGUGUGUGUGAGUGUGU. The protein sequence of the target gene is MSGKSLLLKVILLGDGGVGKSSLMNRYVTNKFDSQAFHTIGVEFLNRDLEVDGRFVTLQIWDTAGQERFKSLRTPFYRGADCCLLTFSVDDRQSFENLGNWQKEFIYYADVKDPEHFPFVVLGNKVDKEDRQVTTEEAQTWCMENGDYPYLETSAKDDTNVTVAFEEAVRQVLAVEEQLEHCMLGHTIDLNSGSKAGSSCC. Result: 0 (no interaction). (3) The miRNA is hsa-miR-6855-5p with sequence UUGGGGUUUGGGGUGCAGACAUUGC. The protein sequence of the target gene is MNHLEGSAEVEVTDEAAGGEVNESVEADLEHPEVEEEQQQPPQQQHYVGRHQRGRALEDLRAQLGQEEEERGECLARSASTESGFHNHTDTAEGDVIAAARDGYDAERAQDPEDESAYAVQYRPEAEEYTEQAEAEHAEATHRRALPNHLHFHSLEHEEAMNAAYSGYVYTHRLFHRGEDEPYSEPYADYGGLQEHVYEEIGDAPELDARDGLRLYEQERDEAAAYRQEALGARLHHYDERSDGESDSPEKEAEFAPYPRMDSYEQEEDIDQIVAEVKQSMSSQSLDKAAEDMPEAEQDL.... Result: 0 (no interaction). (4) The miRNA is hsa-miR-561-3p with sequence CAAAGUUUAAGAUCCUUGAAGU. The protein sequence of the target gene is MANRTVKDAHSIHGTNPQYLVEKIIRTRIYESKYWKEECFGLTAELVVDKAMELRFVGGVYGGNIKPTPFLCLTLKMLQIQPEKDIIVEFIKNEDFKYVRMLGALYMRLTGTAIDCYKYLEPLYNDYRKIKSQNRNGEFELMHVDEFIDELLHSERVCDIILPRLQKRYVLEEAEQLEPRVSALEEDMDDVESSEEEEEEDEKLERVPSPDHRRRSYRDLDKPRRSPTLRYRRSRSRSPRRRSRSPKRRSPSPRRERHRSKSPRRHRSRSRDRRHRSRSKSPGHHRSHRHRSHSKSPERS.... Result: 0 (no interaction). (5) The miRNA is hsa-miR-548ag with sequence AAAGGUAAUUGUGGUUUCUGC. The protein sequence of the target gene is MAGAGPKRRALAAPAAEEKEEAREKMLAAKSADGSAPAGEGEGVTLQRNITLLNGVAIIVGTIIGSGIFVTPTGVLKEAGSPGLALVVWAACGVFSIVGALCYAELGTTISKSGGDYAYMLEVYGSLPAFLKLWIELLIIRPSSQYIVALVFATYLLKPLFPTCPVPEEAAKLVACLCVLLLTAVNCYSVKAATRVQDAFAAAKLLALALIILLGFVQIGKGDVSNLDPNFSFEGTKLDVGNIVLALYSGLFAYGGWNYLNFVTEEMINPYRNLPLAIIISLPIVTLVYVLTNLAYFTTL.... Result: 1 (interaction). (6) The miRNA is hsa-miR-4748 with sequence GAGGUUUGGGGAGGAUUUGCU. The protein sequence of the target gene is MGDEDWEAEINPHMSSYVPIFEKDRYSGENGDNFNRTPASSSEMDDGPSRRDHFMKSGFASGRNFGNRDAGECNKRDNTSTMGGFGVGKSFGNRGFSNSRFEDGDSSGFWRESSNDCEDNPTRNRGFSKRGGYRDGNNSEASGPYRRGGRGSFRGCRGGFGLGSPNNDLDPDECMQRTGGLFGSRRPVLSGTGNGDTSQSRSGSGSERGGYKGLNEEVITGSGKNSWKSEAEGGESSDTQGPKVTYIPPPPPEDEDSIFAHYQTGINFDKYDTILVEVSGHDAPPAILTFEEANLCQTLN.... Result: 1 (interaction). (7) The miRNA is hsa-miR-6757-3p with sequence AACACUGGCCUUGCUAUCCCCA. The protein sequence of the target gene is MEAKDQKKHRKKNSGPKAAKKKKRLLQDLQLGDEEDARKRNPKAFAVQSAVRMARSFHRTQDLKTKKHHIPVVDRTPLEPPPIVVVVMGPPKVGKSTLIQCLIRNFTRQKLTEIRGPVTIVSGKKRRLTIIECGCDINMMIDLAKVADLVLMLIDASFGFEMETFEFLNICQVHGFPKIMGVLTHLDSFKHNKQLKKTKKRLKHRFWTEVYPGAKLFYLSGMVHGEYQNQEIHNLGRFITVMKFRPLTWQTSHPYILADRMEDLTNPEDIRTNIKCDRKVSLYGYLRGAHLKNKSQIHMP.... Result: 0 (no interaction). (8) The miRNA is hsa-miR-524-5p with sequence CUACAAAGGGAAGCACUUUCUC. The protein sequence of the target gene is MRSRLPPALAALGAALLLSSIEAEVDPPSDLNFKIIDENTVHMSWAKPVDPIVGYRITVDPTTDGPTKEFTLSASTTETLLSELVPETEYVVTITSYDEVEESVPVIGQLTIQTGSSTKPVEKKPGKTEIQKCSVSAWTDLVFLVDGSWSVGRNNFKYILDFIAALVSAFDIGEEKTRVGVVQYSSDTRTEFNLNQYYQRDELLAAIKKIPYKGGNTMTGDAIDYLVKNTFTESAGARVGFPKVAIIITDGKSQDEVEIPARELRNVGVEVFSLGIKAADAKELKQIASTPSLNHVFNVA.... Result: 1 (interaction).